This data is from Reaction yield outcomes from USPTO patents with 853,638 reactions. The task is: Predict the reaction yield, written as a fraction of the theoretical maximum amount of product (1.0 means a 100% yield; for example, 0.34 means a 34% yield). (1) The reactants are [CH2:1]([O:8][C:9]([N:11]1[CH2:15][C@@:14]([OH:19])([CH2:16][O:17][CH3:18])[CH2:13][C@H:12]1[C:20]([OH:22])=O)=[O:10])[C:2]1[CH:7]=[CH:6][CH:5]=[CH:4][CH:3]=1.[O:23]1[CH2:28][CH2:27][CH2:26][CH2:25][CH:24]1[O:29][NH2:30]. No catalyst specified. The product is [OH:19][C@@:14]1([CH2:16][O:17][CH3:18])[CH2:15][N:11]([C:9]([O:8][CH2:1][C:2]2[CH:3]=[CH:4][CH:5]=[CH:6][CH:7]=2)=[O:10])[C@H:12]([C:20](=[O:22])[NH:30][O:29][CH:24]2[CH2:25][CH2:26][CH2:27][CH2:28][O:23]2)[CH2:13]1. The yield is 0.590. (2) The catalyst is O. The yield is 0.530. The reactants are [OH:1][C:2]1[C:11]([CH3:12])=[C:10]2[C:5]([C:6](=[O:28])[C:7]([CH3:27])=[C:8]([C@H:13]3[CH2:17][CH2:16][CH2:15][N:14]3[CH2:18][CH2:19][O:20]C3CCCCO3)[O:9]2)=[CH:4][CH:3]=1.CO.[ClH:31]. The product is [ClH:31].[OH:1][C:2]1[C:11]([CH3:12])=[C:10]2[C:5]([C:6](=[O:28])[C:7]([CH3:27])=[C:8]([C@H:13]3[CH2:17][CH2:16][CH2:15][N:14]3[CH2:18][CH2:19][OH:20])[O:9]2)=[CH:4][CH:3]=1. (3) The reactants are [CH3:1][O:2][C:3]1[CH:8]=[CH:7][C:6]([C:9]2[C:10]([C:19]#[N:20])=[CH:11][C:12]([N+:16]([O-])=O)=[C:13]([CH3:15])[CH:14]=2)=[CH:5][CH:4]=1.[CH3:21]N(C(N(C)C)N(C)C)C.Cl. The catalyst is C1(C)C=CC=CC=1.O.[Fe]. The product is [CH3:1][O:2][C:3]1[CH:8]=[CH:7][C:6]([C:9]2[CH:14]=[C:13]3[C:12](=[CH:11][C:10]=2[C:19]#[N:20])[NH:16][CH:21]=[CH:15]3)=[CH:5][CH:4]=1. The yield is 0.490. (4) The reactants are [CH2:1]([OH:5])[CH2:2][C:3]#[CH:4].O[Li].O.[CH3:9][C:10]1[CH:15]=[CH:14][C:13]([S:16](Cl)(=[O:18])=[O:17])=[CH:12][CH:11]=1. The catalyst is C1COCC1.O. The product is [CH3:9][C:10]1[CH:15]=[CH:14][C:13]([S:16]([O:5][CH2:1][CH2:2][C:3]#[CH:4])(=[O:18])=[O:17])=[CH:12][CH:11]=1. The yield is 0.900. (5) The product is [Cl-:2].[N:6]1[CH:7]=[CH:8][CH:9]=[C:4]([CH2:3][P+:22]([C:23]2[CH:24]=[CH:25][CH:26]=[CH:27][CH:28]=2)([C:29]2[CH:34]=[CH:33][CH:32]=[CH:31][CH:30]=2)[C:19]2[CH:18]=[CH:17][CH:16]=[CH:21][CH:20]=2)[CH:5]=1. The reactants are Cl.[Cl:2][CH2:3][C:4]1[CH:5]=[N:6][CH:7]=[CH:8][CH:9]=1.C([O-])([O-])=O.[K+].[K+].[CH:16]1[CH:21]=[CH:20][C:19]([P:22]([C:29]2[CH:34]=[CH:33][CH:32]=[CH:31][CH:30]=2)[C:23]2[CH:28]=[CH:27][CH:26]=[CH:25][CH:24]=2)=[CH:18][CH:17]=1. The catalyst is O.C1(C)C(C)=CC=CC=1. The yield is 0.480. (6) The reactants are [C:1]([O:5][C:6](=[O:30])[NH:7][C@H:8]([C:17]1[NH:18][C:19]([C:22]2[CH:27]=[CH:26][C:25](I)=[CH:24][C:23]=2[F:29])=[CH:20][N:21]=1)[C@H:9]([C:11]1[CH:16]=[CH:15][CH:14]=[CH:13][CH:12]=1)[CH3:10])([CH3:4])([CH3:3])[CH3:2].O.C(O)C.C1(B(O)O)CC1.C(=O)([O-])[O-].[K+].[K+]. The catalyst is C1(C)C=CC=CC=1.C(OCC)(=O)C.C1CCC(P(C2CCCCC2)C2CCCCC2)CC1.C1CCC(P(C2CCCCC2)C2CCCCC2)CC1.Cl[Pd]Cl. The product is [C:1]([O:5][C:6](=[O:30])[NH:7][C@H:8]([C:17]1[NH:18][C:19]([C:22]2[CH:27]=[CH:26][CH:25]=[CH:24][C:23]=2[F:29])=[CH:20][N:21]=1)[C@H:9]([C:11]1[CH:16]=[CH:15][CH:14]=[CH:13][CH:12]=1)[CH3:10])([CH3:2])([CH3:3])[CH3:4]. The yield is 1.07.